Dataset: Forward reaction prediction with 1.9M reactions from USPTO patents (1976-2016). Task: Predict the product of the given reaction. (1) Given the reactants [Cl:1][C:2]1[CH:3]=[C:4]([N:19]([C:28]2[CH:33]=[CH:32][C:31]([F:34])=[CH:30][CH:29]=2)[C:20]([C:22]2([C:25]([NH2:27])=[O:26])[CH2:24][CH2:23]2)=[O:21])[CH:5]=[CH:6][C:7]=1[O:8][C:9]1[CH:14]=[CH:13][N:12]=[C:11]2[CH:15]=[C:16](I)[S:17][C:10]=12.[CH2:35]([N:37]([CH2:41][CH3:42])[CH2:38][C:39]#[CH:40])[CH3:36], predict the reaction product. The product is: [Cl:1][C:2]1[CH:3]=[C:4]([N:19]([C:28]2[CH:33]=[CH:32][C:31]([F:34])=[CH:30][CH:29]=2)[C:20]([C:22]2([C:25]([NH2:27])=[O:26])[CH2:24][CH2:23]2)=[O:21])[CH:5]=[CH:6][C:7]=1[O:8][C:9]1[CH:14]=[CH:13][N:12]=[C:11]2[CH:15]=[C:16]([C:40]#[C:39][CH2:38][N:37]([CH2:41][CH3:42])[CH2:35][CH3:36])[S:17][C:10]=12. (2) Given the reactants [C:1]([O:5][C:6](=[O:33])[NH:7][CH:8]1[CH2:13][CH2:12][CH:11]([NH:14][C:15](=[O:32])[C:16]2[CH:21]=[C:20]([OH:22])[CH:19]=[C:18]([O:23][C:24]3[CH:29]=[CH:28][C:27]([C:30]#[N:31])=[CH:26][CH:25]=3)[CH:17]=2)[CH2:10][CH2:9]1)([CH3:4])([CH3:3])[CH3:2].[Br:34][C:35]1[CH:40]=[CH:39][C:38]([CH2:41]Br)=[CH:37][N:36]=1, predict the reaction product. The product is: [C:1]([O:5][C:6](=[O:33])[NH:7][CH:8]1[CH2:13][CH2:12][CH:11]([NH:14][C:15](=[O:32])[C:16]2[CH:17]=[C:18]([O:23][C:24]3[CH:29]=[CH:28][C:27]([C:30]#[N:31])=[CH:26][CH:25]=3)[CH:19]=[C:20]([O:22][CH2:41][C:38]3[CH:37]=[N:36][C:35]([Br:34])=[CH:40][CH:39]=3)[CH:21]=2)[CH2:10][CH2:9]1)([CH3:4])([CH3:2])[CH3:3].